This data is from Peptide-MHC class I binding affinity with 185,985 pairs from IEDB/IMGT. The task is: Regression. Given a peptide amino acid sequence and an MHC pseudo amino acid sequence, predict their binding affinity value. This is MHC class I binding data. (1) The peptide sequence is FNKKTFDHTL. The MHC is H-2-Kb with pseudo-sequence H-2-Kb. The binding affinity (normalized) is 0.0189. (2) The peptide sequence is KFKRKLMYV. The MHC is HLA-A03:01 with pseudo-sequence HLA-A03:01. The binding affinity (normalized) is 0.0847. (3) The peptide sequence is ELDEIGEDV. The MHC is HLA-B08:02 with pseudo-sequence HLA-B08:02. The binding affinity (normalized) is 0.0847. (4) The peptide sequence is KSRCASPST. The MHC is HLA-A02:01 with pseudo-sequence HLA-A02:01. The binding affinity (normalized) is 0.0847. (5) The peptide sequence is YVQRFFLRV. The MHC is HLA-A30:02 with pseudo-sequence HLA-A30:02. The binding affinity (normalized) is 0.390. (6) The peptide sequence is ETFNTPAMY. The MHC is HLA-B58:01 with pseudo-sequence HLA-B58:01. The binding affinity (normalized) is 0.0847. (7) The peptide sequence is KLFGFGAQF. The MHC is HLA-A69:01 with pseudo-sequence HLA-A69:01. The binding affinity (normalized) is 0.0847. (8) The peptide sequence is KTQRSGALW. The MHC is HLA-B57:01 with pseudo-sequence HLA-B57:01. The binding affinity (normalized) is 0.569. (9) The peptide sequence is DTRGIFSAY. The MHC is HLA-A11:01 with pseudo-sequence HLA-A11:01. The binding affinity (normalized) is 0.0601.